Dataset: Reaction yield outcomes from USPTO patents with 853,638 reactions. Task: Predict the reaction yield, written as a fraction of the theoretical maximum amount of product (1.0 means a 100% yield; for example, 0.34 means a 34% yield). (1) The reactants are [C:1]([C:3]1[C:4]([S:22][CH2:23][C:24]([NH2:26])=[O:25])=[N:5][C:6]([NH:18][CH:19]2[CH2:21][CH2:20]2)=[N:7][C:8]=1[C:9]1[CH:17]=[CH:16][C:12]2[CH2:13][CH2:14][O:15][C:11]=2[CH:10]=1)#[N:2].CC[O-].[Na+].Cl. The catalyst is C(O)C. The product is [NH2:2][C:1]1[C:3]2[C:8]([C:9]3[CH:17]=[CH:16][C:12]4[CH2:13][CH2:14][O:15][C:11]=4[CH:10]=3)=[N:7][C:6]([NH:18][CH:19]3[CH2:21][CH2:20]3)=[N:5][C:4]=2[S:22][C:23]=1[C:24]([NH2:26])=[O:25]. The yield is 0.690. (2) The reactants are C(OC([NH:8][C@H:9]([C:11]([NH:13][CH:14]1[N:20]=[C:19]([C:21]2[CH:26]=[CH:25][CH:24]=[CH:23][N:22]=2)[C:18]2[CH:27]=[CH:28][CH:29]=[CH:30][C:17]=2[N:16]([CH2:31][C:32](=[O:37])[C:33]([CH3:36])([CH3:35])[CH3:34])[C:15]1=[O:38])=[O:12])[CH3:10])=O)(C)(C)C.C(O)(C(F)(F)F)=O. No catalyst specified. The product is [NH2:8][C@H:9]([C:11]([NH:13][CH:14]1[N:20]=[C:19]([C:21]2[CH:26]=[CH:25][CH:24]=[CH:23][N:22]=2)[C:18]2[CH:27]=[CH:28][CH:29]=[CH:30][C:17]=2[N:16]([CH2:31][C:32](=[O:37])[C:33]([CH3:35])([CH3:34])[CH3:36])[C:15]1=[O:38])=[O:12])[CH3:10]. The yield is 0.930. (3) The reactants are [CH3:1][C:2]1[N:3]=[CH:4][N:5]2[C:9]=1[CH2:8][N:7]([CH:10]1[CH2:15][CH2:14][N:13]([C:16]([O:18][CH2:19][C:20]3[CH:25]=[CH:24][CH:23]=[CH:22][CH:21]=3)=[O:17])[CH2:12][CH2:11]1)[C:6]2=[O:26].[CH3:27][Si](C)(C)N[Si](C)(C)C.[Li].CI.[Cl-].[NH4+]. The catalyst is C1COCC1. The product is [CH3:27][CH:8]1[N:7]([CH:10]2[CH2:11][CH2:12][N:13]([C:16]([O:18][CH2:19][C:20]3[CH:25]=[CH:24][CH:23]=[CH:22][CH:21]=3)=[O:17])[CH2:14][CH2:15]2)[C:6](=[O:26])[N:5]2[CH:4]=[N:3][C:2]([CH3:1])=[C:9]12. The yield is 0.710. (4) The reactants are C([O:8][C:9]1[C:14](=[O:15])[CH:13]=[CH:12][N:11]([CH2:16][C:17]([F:20])([F:19])[F:18])[CH:10]=1)C1C=CC=CC=1.[H][H]. The catalyst is [Pd].C(O)C. The product is [OH:8][C:9]1[C:14](=[O:15])[CH:13]=[CH:12][N:11]([CH2:16][C:17]([F:20])([F:18])[F:19])[CH:10]=1. The yield is 0.950. (5) The reactants are [C:1]([C:3]1[CH:8]=[C:7]([O:9][CH3:10])[C:6]([O:11][CH2:12][CH2:13][O:14][CH3:15])=[CH:5][C:4]=1[N:16]=[CH:17][N:18](C)C)#[N:2].[CH3:21][O:22][C:23]1[CH:28]=[C:27]([S:29][CH3:30])[C:26]([O:31][CH3:32])=[CH:25][C:24]=1N. The catalyst is CC(O)=O. The product is [CH3:21][O:22][C:23]1[CH:28]=[C:27]([S:29][CH3:30])[C:26]([O:31][CH3:32])=[CH:25][C:24]=1[NH:2][C:1]1[C:3]2[C:4](=[CH:5][C:6]([O:11][CH2:12][CH2:13][O:14][CH3:15])=[C:7]([O:9][CH3:10])[CH:8]=2)[N:16]=[CH:17][N:18]=1. The yield is 0.350. (6) The reactants are Cl[C:2]1[CH:3]=[C:4]2[CH:10]=[C:9]([C:11]3([CH3:14])[CH2:13][CH2:12]3)[NH:8][C:5]2=[CH:6][N:7]=1.[NH3:15]. The catalyst is CCO. The yield is 0.270. The product is [CH3:14][C:11]1([C:9]2[NH:8][C:5]3=[CH:6][N:7]=[C:2]([NH2:15])[CH:3]=[C:4]3[CH:10]=2)[CH2:13][CH2:12]1. (7) The reactants are [C:1]([C:3]1[CH:4]=[C:5]([C:13]2[S:17][C:16]([N:18]3[CH:33]=[C:21]4[CH2:22][N:23]([CH2:26][CH2:27][C:28]([O:30]CC)=[O:29])[CH2:24][CH2:25][C:20]4=[N:19]3)=[N:15][N:14]=2)[CH:6]=[CH:7][C:8]=1[O:9][CH:10]([CH3:12])[CH3:11])#[N:2].[Li+].[OH-]. The catalyst is C1COCC1.O.CCOC(C)=O. The product is [C:1]([C:3]1[CH:4]=[C:5]([C:13]2[S:17][C:16]([N:18]3[CH:33]=[C:21]4[CH2:22][N:23]([CH2:26][CH2:27][C:28]([OH:30])=[O:29])[CH2:24][CH2:25][C:20]4=[N:19]3)=[N:15][N:14]=2)[CH:6]=[CH:7][C:8]=1[O:9][CH:10]([CH3:11])[CH3:12])#[N:2]. The yield is 1.06. (8) The reactants are Cl.[N:2]12[CH2:9][CH2:8][CH:5]([CH2:6][CH2:7]1)[C:4](=[O:10])[CH2:3]2.[OH-].[K+].[N:13]1[CH:18]=[CH:17][CH:16]=[C:15]([CH:19]=O)[CH:14]=1. The catalyst is CO. The product is [N:13]1[CH:18]=[CH:17][CH:16]=[C:15]([CH:19]=[C:3]2[C:4](=[O:10])[CH:5]3[CH2:8][CH2:9][N:2]2[CH2:7][CH2:6]3)[CH:14]=1. The yield is 0.893. (9) The reactants are [CH2:1]([S:8][C:9]1[CH:18]=[C:17]2[C:12]([C:13](=O)[C:14]([Br:19])=[CH:15][NH:16]2)=[CH:11][CH:10]=1)[C:2]1[CH:7]=[CH:6][CH:5]=[CH:4][CH:3]=1.C(#N)C.CCN(C(C)C)C(C)C.P(Br)(Br)([Br:35])=O. The catalyst is C(OCC)(=O)C. The product is [CH2:1]([S:8][C:9]1[CH:18]=[C:17]2[C:12]([C:13]([Br:35])=[C:14]([Br:19])[CH:15]=[N:16]2)=[CH:11][CH:10]=1)[C:2]1[CH:7]=[CH:6][CH:5]=[CH:4][CH:3]=1. The yield is 0.780. (10) The reactants are [CH2:1]([N:5]1[CH:9]=[C:8]([C:10]2[CH:15]=[CH:14][C:13]([Cl:16])=[CH:12][C:11]=2[Cl:17])[N:7]=[C:6]1[C@@H:18]([NH:27][C:28]([CH:30]1[CH2:35][CH2:34][CH:33]([C:36]([CH3:39])([CH3:38])[CH3:37])[CH2:32][CH2:31]1)=[O:29])[CH2:19][C:20]1[CH:25]=[CH:24][C:23]([OH:26])=[CH:22][CH:21]=1)[CH2:2][CH2:3][CH3:4].Br[CH2:41][C:42]1[CH:51]=[CH:50][C:45]([C:46]([O:48]C)=[O:47])=[CH:44][CH:43]=1. No catalyst specified. The product is [C:36]([CH:33]1[CH2:34][CH2:35][CH:30]([C:28]([NH:27][C@H:18]([C:6]2[N:5]([CH2:1][CH2:2][CH2:3][CH3:4])[CH:9]=[C:8]([C:10]3[CH:15]=[CH:14][C:13]([Cl:16])=[CH:12][C:11]=3[Cl:17])[N:7]=2)[CH2:19][C:20]2[CH:21]=[CH:22][C:23]([O:26][CH2:41][C:42]3[CH:51]=[CH:50][C:45]([C:46]([OH:48])=[O:47])=[CH:44][CH:43]=3)=[CH:24][CH:25]=2)=[O:29])[CH2:31][CH2:32]1)([CH3:38])([CH3:37])[CH3:39]. The yield is 0.720.